From a dataset of HIV replication inhibition screening data with 41,000+ compounds from the AIDS Antiviral Screen. Binary Classification. Given a drug SMILES string, predict its activity (active/inactive) in a high-throughput screening assay against a specified biological target. (1) The drug is CC1(CC(=O)O)OC2CCCCCC2O1.NCc1ccccc1. The result is 0 (inactive). (2) The drug is [O-][Cl+3]([O-])([O-])O.c1ccc(-c2csc3[nH]c4ccccc4[n+]23)cc1. The result is 0 (inactive). (3) The molecule is ON=C1C(=Cc2ccc(F)cc2)CCCC1C(NO)c1ccc(F)cc1. The result is 0 (inactive). (4) The compound is CON(C)C(=O)C(Cc1ccccc1)NC(=O)OCc1ccccc1. The result is 0 (inactive). (5) The compound is COC(=O)NN(C(=O)OC)c1c(-c2ccccc2)nc(SC)n1N. The result is 0 (inactive). (6) The molecule is CCCCCCCCCCCCCCCCCC(=O)OCC(COP(=O)(O)OCCNC(=O)CCC(=O)NCCC=C(c1cc(Cl)c(OC)c(C(=O)OC)c1)c1cc(Cl)c(OC)c(C(=O)OC)c1)OC(=O)CCCCCCCCCCCCCCCCC. The result is 0 (inactive). (7) The molecule is O=C(Nc1ccc2oc3ccc(Cl)cc3c(=O)c2c1)c1ccc(Cl)cc1Cl. The result is 0 (inactive). (8) The drug is COC1C=COC2(C)Oc3c(C)c(O)c4c(O)c(cc(OCC(=O)N(C)C5CCCC5)c4c3C2=O)NC(=O)C(C)=CC=CC(C)C(O)C(C)C(O)C(C)C(OC(C)=O)C1C. The result is 0 (inactive).